This data is from TCR-epitope binding with 47,182 pairs between 192 epitopes and 23,139 TCRs. The task is: Binary Classification. Given a T-cell receptor sequence (or CDR3 region) and an epitope sequence, predict whether binding occurs between them. (1) The epitope is AMFWSVPTV. The TCR CDR3 sequence is CSAHEGLEQYF. Result: 1 (the TCR binds to the epitope). (2) The epitope is VLWAHGFEL. The TCR CDR3 sequence is CASSRDSGGNEAFF. Result: 1 (the TCR binds to the epitope). (3) The epitope is FPPTSFGPL. The TCR CDR3 sequence is CASSKRVGGATQETQYF. Result: 1 (the TCR binds to the epitope). (4) The epitope is LEPLVDLPI. The TCR CDR3 sequence is CASSRFFPGQGDHAKNIQYF. Result: 0 (the TCR does not bind to the epitope). (5) The epitope is EILDITPCSF. The TCR CDR3 sequence is CASSGLAGLGQFF. Result: 0 (the TCR does not bind to the epitope). (6) The epitope is SLFNTVATLY. The TCR CDR3 sequence is CASSLGAQGANYGYTF. Result: 0 (the TCR does not bind to the epitope). (7) The epitope is SEVGPEHSLAEY. The TCR CDR3 sequence is CASSDLALGVNRGYNQPQHF. Result: 1 (the TCR binds to the epitope). (8) The epitope is FVDGVPFVV. The TCR CDR3 sequence is CASSQLPDGRPGNTIYF. Result: 1 (the TCR binds to the epitope). (9) The epitope is VSFIEFVGW. The TCR CDR3 sequence is CASSELGTSNEQYF. Result: 0 (the TCR does not bind to the epitope).